From a dataset of Full USPTO retrosynthesis dataset with 1.9M reactions from patents (1976-2016). Predict the reactants needed to synthesize the given product. (1) Given the product [NH2:1][C:2]1[N:3]=[N:4][C:5]([Cl:9])=[CH:6][C:7]=1[O:15][CH3:13], predict the reactants needed to synthesize it. The reactants are: [NH2:1][C:2]1[N:3]=[N:4][C:5]([Cl:9])=[CH:6][C:7]=1Br.C[O-].[Na+].[C:13](O)(=[O:15])C. (2) Given the product [C:47]([C:48]1[CH:4]=[CH:5][C:6]([CH2:7][CH:8](/[CH:21]=[CH:22]/[C:23]2[CH:28]=[CH:27][CH:26]=[CH:25][C:24]=2[O:29][CH2:30][CH2:31][CH2:32][CH2:33][O:34][C:35]2[CH:40]=[CH:39][C:38]([F:41])=[CH:37][CH:36]=2)[CH2:9][CH2:10][C:11]2[CH:12]=[CH:13][C:14]([C:15]([OH:17])=[O:16])=[CH:19][CH:20]=2)=[CH:42][CH:49]=1)([OH:50])=[O:44], predict the reactants needed to synthesize it. The reactants are: C(C1C=[CH:42][C:6]([CH2:7][CH:8](/[CH:21]=[CH:22]/[C:23]2[CH:28]=[CH:27][CH:26]=[CH:25][C:24]=2[O:29][CH2:30][CH2:31][CH2:32][CH2:33][O:34][C:35]2[CH:40]=[CH:39][C:38]([F:41])=[CH:37][CH:36]=2)[CH2:9][CH2:10][C:11]2[CH:20]=[CH:19][C:14]([C:15]([O:17]C)=[O:16])=[CH:13][CH:12]=2)=[CH:5][CH:4]=1)#N.[OH-:44].[K+].Cl.[CH2:47]([OH:50])[CH2:48][CH3:49]. (3) Given the product [CH2:1]([O:5][C:6]1[CH:7]=[C:8]([CH2:20][CH2:21][C:22]([O:24][CH3:25])=[O:23])[CH:9]=[CH:10][C:11]=1[C:12]1[CH:16]=[C:15]([CH2:26][N:27]([CH3:28])[C:29](=[O:46])[CH2:34][CH2:33][CH2:32][CH2:31][CH2:35][CH2:36][CH3:37])[S:14][CH:13]=1)[CH2:2][CH2:3][CH3:4], predict the reactants needed to synthesize it. The reactants are: [CH2:1]([O:5][C:6]1[CH:7]=[C:8]([CH2:20][CH2:21][C:22]([O:24][CH3:25])=[O:23])[CH:9]=[CH:10][C:11]=1[C:12]1[CH:16]=[C:15](CNC)[S:14][CH:13]=1)[CH2:2][CH2:3][CH3:4].[CH3:26][N:27]([C:29]1[CH:34]=[CH:33][CH:32]=[CH:31]N=1)[CH3:28].[C:35](Cl)(=O)[CH2:36][CH2:37]CCCCC.C(=O)([O-])[OH:46].[Na+]. (4) Given the product [Br:1][C:2]1[CH:3]=[C:4]2[C:11]3([C:15](=[O:16])[NH:14][C:13](=[S:33])[NH:12]3)[CH2:10][CH:9]([C:18]3[CH:23]=[CH:22][CH:21]=[CH:20][CH:19]=3)[O:8][C:5]2=[CH:6][CH:7]=1, predict the reactants needed to synthesize it. The reactants are: [Br:1][C:2]1[CH:3]=[C:4]2[C:11]3([C:15](=[O:16])[NH:14][C:13](=O)[NH:12]3)[CH2:10][CH:9]([C:18]3[CH:23]=[CH:22][CH:21]=[CH:20][CH:19]=3)[O:8][C:5]2=[CH:6][CH:7]=1.COC1C=CC(P2(SP(C3C=CC(OC)=CC=3)(=S)S2)=[S:33])=CC=1. (5) Given the product [CH3:1][NH:2][C:3]([C:5]1[CH:6]=[C:7]([CH:18]=[CH:19][C:20]=1[O:21][CH3:22])[O:8][C:9]1[CH:14]=[CH:13][C:12]([NH2:15])=[CH:11][CH:10]=1)=[O:4], predict the reactants needed to synthesize it. The reactants are: [CH3:1][NH:2][C:3]([C:5]1[CH:6]=[C:7]([CH:18]=[CH:19][C:20]=1[O:21][CH3:22])[O:8][C:9]1[CH:14]=[CH:13][C:12]([N+:15]([O-])=O)=[CH:11][CH:10]=1)=[O:4].